From a dataset of Forward reaction prediction with 1.9M reactions from USPTO patents (1976-2016). Predict the product of the given reaction. (1) Given the reactants [O:1]1[C:6]2[CH:7]=[C:8]([NH:11][C:12]([C:14]3[C:15]([C:20]4[CH:25]=[CH:24][C:23]([C:26]([F:29])([F:28])[F:27])=[CH:22][CH:21]=4)=[CH:16][CH:17]=[CH:18][CH:19]=3)=[O:13])[CH:9]=[CH:10][C:5]=2[NH:4][CH2:3][CH2:2]1.[CH:30]([C:32]1[CH:37]=[CH:36][CH:35]=[CH:34][N:33]=1)=[CH2:31].C(O)(=O)C.C(=O)([O-])[O-].[K+].[K+], predict the reaction product. The product is: [N:33]1[CH:34]=[CH:35][CH:36]=[CH:37][C:32]=1[CH2:30][CH2:31][N:4]1[C:5]2[CH:10]=[CH:9][C:8]([NH:11][C:12]([C:14]3[C:15]([C:20]4[CH:25]=[CH:24][C:23]([C:26]([F:27])([F:29])[F:28])=[CH:22][CH:21]=4)=[CH:16][CH:17]=[CH:18][CH:19]=3)=[O:13])=[CH:7][C:6]=2[O:1][CH2:2][CH2:3]1. (2) Given the reactants [N:1]1([CH2:6][C:7]2[N:11]3[CH:12]=[C:13]([CH3:16])[CH:14]=[CH:15][C:10]3=[N:9][C:8]=2[C:17]2[CH:22]=[CH:21][C:20]([CH3:23])=[CH:19][CH:18]=2)[CH:5]=[CH:4][N:3]=[CH:2]1.Cl.ClCC1N2C=C(C)C=CC2=NC=1C1C=CC(C)=CC=1.N1C=CN=C1[C:49]([O:51][CH2:52][CH3:53])=[O:50], predict the reaction product. The product is: [CH2:52]([O:51][C:49]([C:2]1[N:1]([CH2:6][C:7]2[N:11]3[CH:12]=[C:13]([CH3:16])[CH:14]=[CH:15][C:10]3=[N:9][C:8]=2[C:17]2[CH:22]=[CH:21][C:20]([CH3:23])=[CH:19][CH:18]=2)[CH:5]=[CH:4][N:3]=1)=[O:50])[CH3:53].